Dataset: CYP2C9 inhibition data for predicting drug metabolism from PubChem BioAssay. Task: Regression/Classification. Given a drug SMILES string, predict its absorption, distribution, metabolism, or excretion properties. Task type varies by dataset: regression for continuous measurements (e.g., permeability, clearance, half-life) or binary classification for categorical outcomes (e.g., BBB penetration, CYP inhibition). Dataset: cyp2c9_veith. (1) The compound is CC(C)Oc1cc(O)c2c(c1)OCC=C2CCC(=O)O. The result is 0 (non-inhibitor). (2) The drug is Cc1c(Cl)cccc1Nc1ccccc1C(=O)O. The result is 1 (inhibitor). (3) The molecule is c1ccc(CNc2ccnc(-c3cccnc3)n2)cc1. The result is 0 (non-inhibitor). (4) The molecule is CC(C)CC(C(=O)OCC(=O)Nc1ncc(Cl)cc1Cl)N1C(=O)c2ccccc2C1=O. The result is 1 (inhibitor). (5) The compound is Cc1nn(-c2nc3ccccc3[nH]2)c(N)c1-c1ccc(Cl)cc1. The result is 1 (inhibitor). (6) The compound is CCNC(=S)N1CC(C)OC(C)C1. The result is 0 (non-inhibitor). (7) The drug is N#Cc1ccc(C2=NC(C(F)(F)F)(C(F)(F)F)c3c(n(Cc4ccco4)c(=O)[nH]c3=O)N2)cc1. The result is 1 (inhibitor). (8) The molecule is O=C(c1ccncc1)N1CCC2(CC1)CCN(c1ccccc1)CC2. The result is 1 (inhibitor).